This data is from Catalyst prediction with 721,799 reactions and 888 catalyst types from USPTO. The task is: Predict which catalyst facilitates the given reaction. (1) Reactant: CC(=CC)C.P([O-])(O)(O)=O.[Na+].[CH2:12]([C:16]1[N:17]([CH2:30][C:31]2[CH:36]=[CH:35][C:34]([C:37]3[C:38]([C:43]#[N:44])=[CH:39][CH:40]=[CH:41][CH:42]=3)=[CH:33][CH:32]=2)[C:18]([CH:28]=[O:29])=[C:19]([C:21]2[CH:26]=[CH:25][C:24]([F:27])=[CH:23][CH:22]=2)[N:20]=1)[CH2:13][CH2:14][CH3:15].Cl([O-])=[O:46].[Na+].Cl. Product: [CH2:12]([C:16]1[N:17]([CH2:30][C:31]2[CH:32]=[CH:33][C:34]([C:37]3[CH:42]=[CH:41][CH:40]=[CH:39][C:38]=3[C:43]#[N:44])=[CH:35][CH:36]=2)[C:18]([C:28]([OH:46])=[O:29])=[C:19]([C:21]2[CH:22]=[CH:23][C:24]([F:27])=[CH:25][CH:26]=2)[N:20]=1)[CH2:13][CH2:14][CH3:15]. The catalyst class is: 371. (2) Reactant: [C:1]([O:9][C@H:10]([CH2:15][CH2:16][CH:17]([OH:65])/[CH:18]=[CH:19]/[C@@H:20]([C@@H:29]1[O:34][C@H:33]2[CH2:35][CH2:36][C@H:37]([CH2:39][CH2:40][O:41][Si:42]([CH2:47][CH3:48])([CH2:45][CH3:46])[CH2:43][CH3:44])[O:38][C@@H:32]2[C@H:31]([O:49][Si:50]([C:53]([CH3:56])([CH3:55])[CH3:54])([CH3:52])[CH3:51])[C@@H:30]1[O:57][Si:58]([C:61]([CH3:64])([CH3:63])[CH3:62])([CH3:60])[CH3:59])[O:21][Si:22]([C:25]([CH3:28])([CH3:27])[CH3:26])([CH3:24])[CH3:23])[CH2:11][C:12]([Br:14])=[CH2:13])(=[O:8])[C:2]1[CH:7]=[CH:6][CH:5]=[CH:4][CH:3]=1.C(=O)(O)[O-].[Na+].CC(OI1(OC(C)=O)(OC(C)=O)OC(=O)C2C=CC=CC1=2)=O. Product: [C:1]([O:9][C@H:10]([CH2:15][CH2:16][C:17](=[O:65])/[CH:18]=[CH:19]/[C@@H:20]([C@@H:29]1[O:34][C@H:33]2[CH2:35][CH2:36][C@H:37]([CH2:39][CH2:40][O:41][Si:42]([CH2:45][CH3:46])([CH2:43][CH3:44])[CH2:47][CH3:48])[O:38][C@@H:32]2[C@H:31]([O:49][Si:50]([C:53]([CH3:56])([CH3:55])[CH3:54])([CH3:51])[CH3:52])[C@@H:30]1[O:57][Si:58]([C:61]([CH3:62])([CH3:63])[CH3:64])([CH3:59])[CH3:60])[O:21][Si:22]([C:25]([CH3:26])([CH3:28])[CH3:27])([CH3:23])[CH3:24])[CH2:11][C:12]([Br:14])=[CH2:13])(=[O:8])[C:2]1[CH:7]=[CH:6][CH:5]=[CH:4][CH:3]=1. The catalyst class is: 2. (3) Reactant: [CH2:1]([NH:3][C:4]1[C:9]([N+:10]([O-])=O)=[CH:8][N:7]=[C:6]([O:13][CH3:14])[CH:5]=1)[CH3:2].O.O.[Sn](Cl)Cl.C([O-])(O)=O.[Na+]. Product: [CH2:1]([NH:3][C:4]1[CH:5]=[C:6]([O:13][CH3:14])[N:7]=[CH:8][C:9]=1[NH2:10])[CH3:2]. The catalyst class is: 25. (4) Reactant: [Cl:1][C:2]1[N:3]=[N:4][C:5](Cl)=[CH:6][CH:7]=1.[CH3:9][C:10]1[CH:15]=[CH:14][CH:13]=[CH:12][C:11]=1[OH:16].C(=O)([O-])[O-].[K+].[K+]. Product: [Cl:1][C:2]1[N:3]=[N:4][C:5]([O:16][C:11]2[CH:12]=[CH:13][CH:14]=[CH:15][C:10]=2[CH3:9])=[CH:6][CH:7]=1. The catalyst class is: 413. (5) Reactant: [F:1][C:2]1([F:31])[CH2:7][CH2:6][N:5]([C:8]([C:10]2[N:11]([CH3:30])[C:12]3[C:17]([CH:18]=2)=[CH:16][C:15]([O:19][CH:20]2[CH2:25][CH2:24][N+:23]([CH:27]([CH3:29])[CH3:28])(C)[CH2:22][CH2:21]2)=[CH:14][CH:13]=3)=[O:9])[CH2:4][CH2:3]1.COS([O-])(=O)=O.[H-].[Li+].C(S)C. Product: [F:31][C:2]1([F:1])[CH2:7][CH2:6][N:5]([C:8]([C:10]2[N:11]([CH3:30])[C:12]3[C:17]([CH:18]=2)=[CH:16][C:15]([O:19][CH:20]2[CH2:25][CH2:24][N:23]([CH:27]([CH3:28])[CH3:29])[CH2:22][CH2:21]2)=[CH:14][CH:13]=3)=[O:9])[CH2:4][CH2:3]1. The catalyst class is: 9. (6) Reactant: [C:1]1([C:20]2[CH:25]=[CH:24][CH:23]=[CH:22][CH:21]=2)[CH:6]=[CH:5][C:4]([NH:7][C:8]2[NH:9][C:10](=[O:19])[C:11]([C:14]([O:16]CC)=[O:15])=[CH:12][N:13]=2)=[CH:3][CH:2]=1.[OH-].[Na+]. Product: [C:1]1([C:20]2[CH:25]=[CH:24][CH:23]=[CH:22][CH:21]=2)[CH:2]=[CH:3][C:4]([NH:7][C:8]2[NH:9][C:10](=[O:19])[C:11]([C:14]([OH:16])=[O:15])=[CH:12][N:13]=2)=[CH:5][CH:6]=1. The catalyst class is: 71. (7) Reactant: [Cl:1][C:2]1[CH:7]=[CH:6][CH:5]=[CH:4][C:3]=1[C:8]1[N:9]([CH3:20])[C:10]([C:13]2([C:17]([OH:19])=O)[CH2:16][CH2:15][CH2:14]2)=[N:11][N:12]=1.C(N(C(C)C)CC)(C)C.F[P-](F)(F)(F)(F)F.Br[P+](N1CCCC1)(N1CCCC1)N1CCCC1.[C:54]12([NH2:64])[CH2:63][CH:58]3[CH2:59][CH:60]([CH2:62][CH:56]([CH2:57]3)[CH2:55]1)[CH2:61]2. Product: [C:54]12([NH:64][C:17]([C:13]3([C:10]4[N:9]([CH3:20])[C:8]([C:3]5[CH:4]=[CH:5][CH:6]=[CH:7][C:2]=5[Cl:1])=[N:12][N:11]=4)[CH2:14][CH2:15][CH2:16]3)=[O:19])[CH2:61][CH:60]3[CH2:59][CH:58]([CH2:57][CH:56]([CH2:62]3)[CH2:55]1)[CH2:63]2. The catalyst class is: 754.